Dataset: NCI-60 drug combinations with 297,098 pairs across 59 cell lines. Task: Regression. Given two drug SMILES strings and cell line genomic features, predict the synergy score measuring deviation from expected non-interaction effect. Drug 2: CC1CCC2CC(C(=CC=CC=CC(CC(C(=O)C(C(C(=CC(C(=O)CC(OC(=O)C3CCCCN3C(=O)C(=O)C1(O2)O)C(C)CC4CCC(C(C4)OC)OCCO)C)C)O)OC)C)C)C)OC. Synergy scores: CSS=6.65, Synergy_ZIP=2.33, Synergy_Bliss=4.81, Synergy_Loewe=-4.99, Synergy_HSA=0.0400. Cell line: COLO 205. Drug 1: CC1=C(C=C(C=C1)C(=O)NC2=CC(=CC(=C2)C(F)(F)F)N3C=C(N=C3)C)NC4=NC=CC(=N4)C5=CN=CC=C5.